This data is from NCI-60 drug combinations with 297,098 pairs across 59 cell lines. The task is: Regression. Given two drug SMILES strings and cell line genomic features, predict the synergy score measuring deviation from expected non-interaction effect. (1) Drug 1: CN1C(=O)N2C=NC(=C2N=N1)C(=O)N. Drug 2: CC12CCC3C(C1CCC2O)C(CC4=C3C=CC(=C4)O)CCCCCCCCCS(=O)CCCC(C(F)(F)F)(F)F. Cell line: M14. Synergy scores: CSS=-5.07, Synergy_ZIP=4.49, Synergy_Bliss=4.46, Synergy_Loewe=-5.20, Synergy_HSA=-4.72. (2) Drug 1: C1=CN(C(=O)N=C1N)C2C(C(C(O2)CO)O)O.Cl. Drug 2: CCN(CC)CCNC(=O)C1=C(NC(=C1C)C=C2C3=C(C=CC(=C3)F)NC2=O)C. Cell line: SK-OV-3. Synergy scores: CSS=12.7, Synergy_ZIP=-5.67, Synergy_Bliss=1.29, Synergy_Loewe=-4.34, Synergy_HSA=0.704.